Task: Predict the reaction yield, written as a fraction of the theoretical maximum amount of product (1.0 means a 100% yield; for example, 0.34 means a 34% yield).. Dataset: Reaction yield outcomes from USPTO patents with 853,638 reactions (1) The catalyst is C(N(CC)CC)C. The product is [O:6]=[C:5]1[C:4]2([CH2:11][CH2:10][CH2:9][CH2:8][CH2:7]2)[C:3]([NH:12][C@@H:13]([CH2:17][C:18]2[CH:23]=[CH:22][C:21]([NH:24][C:25](=[O:34])[C:26]3[C:31]([Cl:32])=[CH:30][N:29]=[CH:28][C:27]=3[Cl:33])=[CH:20][CH:19]=2)[C:14]([O:16][CH2:38][CH2:37][OH:39])=[O:15])=[CH:2]1. The yield is 0.956. The reactants are Br[C:2]1[C:5](=[O:6])[C:4]2([CH2:11][CH2:10][CH2:9][CH2:8][CH2:7]2)[C:3]=1[NH:12][C@@H:13]([CH2:17][C:18]1[CH:23]=[CH:22][C:21]([NH:24][C:25](=[O:34])[C:26]2[C:31]([Cl:32])=[CH:30][N:29]=[CH:28][C:27]=2[Cl:33])=[CH:20][CH:19]=1)[C:14]([OH:16])=[O:15].O.Cl.[C:37](OCC)(=[O:39])[CH3:38]. (2) The reactants are [C:1]([C:4]1[CH:5]=[C:6]([NH:10][CH:11]([C:15]2[CH:20]=[CH:19][C:18]([O:21][CH3:22])=[C:17]([O:23][CH3:24])[CH:16]=2)[C:12]([OH:14])=[O:13])[CH:7]=[CH:8][CH:9]=1)(=[O:3])[NH2:2].NC1C=C(C=CC=1[F:35])C(N)=O.COC1C=C(B(O)O)C=CC=1OC.O.C(O)(=O)C=O. No catalyst specified. The product is [C:1]([C:4]1[CH:9]=[CH:8][C:7]([F:35])=[C:6]([NH:10][CH:11]([C:15]2[CH:20]=[CH:19][C:18]([O:21][CH3:22])=[C:17]([O:23][CH3:24])[CH:16]=2)[C:12]([OH:14])=[O:13])[CH:5]=1)(=[O:3])[NH2:2]. The yield is 0.550. (3) The reactants are [NH2:1][C:2]1[CH:7]=[CH:6][C:5]([N+:8]([O-])=O)=[CH:4][N:3]=1.Cl.Br[CH2:13][CH:14](OC)OC.[H][H]. The catalyst is C1COCC1.CO.[Pd].CCO. The product is [N:1]1[CH:13]=[CH:14][N:3]2[CH:4]=[C:5]([NH2:8])[CH:6]=[CH:7][C:2]=12. The yield is 0.750. (4) The catalyst is OS(O)(=O)=O. The reactants are [Br:1][C:2]1[O:6][C:5]([C:7]2[C:12]([F:13])=[CH:11][CH:10]=[CH:9][C:8]=2[F:14])=[N:4][C:3]=1[C:15]#[N:16].C(=O)(O)[O-:18].[Na+]. The yield is 0.940. The product is [Br:1][C:2]1[O:6][C:5]([C:7]2[C:8]([F:14])=[CH:9][CH:10]=[CH:11][C:12]=2[F:13])=[N:4][C:3]=1[C:15]([NH2:16])=[O:18]. (5) The reactants are [CH2:1]([O:8][NH:9][S:10]([C:13]1[CH:18]=[CH:17][CH:16]=[CH:15][C:14]=1[N+:19]([O-:21])=[O:20])(=[O:12])=[O:11])[C:2]1[CH:7]=[CH:6][CH:5]=[CH:4][CH:3]=1.O[C@@H:23]1[CH2:28][N:27]([C:29]([O:31][C:32]([CH3:35])([CH3:34])[CH3:33])=[O:30])[C@H:26]([C:36]([O:38][CH2:39][CH3:40])=[O:37])[CH2:25][CH2:24]1.C1C=CC(P(C2C=CC=CC=2)C2C=CC=CC=2)=CC=1.CCOC(/N=N/C(OCC)=O)=O. The catalyst is C1COCC1. The product is [CH2:1]([O:8][N:9]([C@H:23]1[CH2:28][N:27]([C:29]([O:31][C:32]([CH3:33])([CH3:34])[CH3:35])=[O:30])[C@H:26]([C:36]([O:38][CH2:39][CH3:40])=[O:37])[CH2:25][CH2:24]1)[S:10]([C:13]1[CH:18]=[CH:17][CH:16]=[CH:15][C:14]=1[N+:19]([O-:21])=[O:20])(=[O:12])=[O:11])[C:2]1[CH:7]=[CH:6][CH:5]=[CH:4][CH:3]=1. The yield is 0.800.